From a dataset of Full USPTO retrosynthesis dataset with 1.9M reactions from patents (1976-2016). Predict the reactants needed to synthesize the given product. (1) Given the product [Cl:1][C:2]1[CH:3]=[CH:4][C:5]2[N:11]3[C:12]([C:15]([F:18])([F:17])[F:16])=[N:13][N:14]=[C:10]3[C@@H:9]([CH2:19][C:20]([OH:22])=[O:21])[O:8][C@H:7]([C:25]3[CH:30]=[CH:29][CH:28]=[C:27]([CH2:31][CH3:32])[C:26]=3[O:33][CH3:34])[C:6]=2[CH:35]=1, predict the reactants needed to synthesize it. The reactants are: [Cl:1][C:2]1[CH:3]=[CH:4][C:5]2[N:11]3[C:12]([C:15]([F:18])([F:17])[F:16])=[N:13][N:14]=[C:10]3[C@@H:9]([CH2:19][C:20]([O:22]CC)=[O:21])[O:8][C@H:7]([C:25]3[CH:30]=[CH:29][CH:28]=[C:27]([CH2:31][CH3:32])[C:26]=3[O:33][CH3:34])[C:6]=2[CH:35]=1.Cl.C(O)(=O)CC(CC(O)=O)(C(O)=O)O. (2) Given the product [O:25]1[CH2:26][C@H:24]1[CH2:23][N:2]1[CH2:3][C:4]2[C:9](=[CH:8][CH:7]=[CH:6][CH:5]=2)[CH2:1]1, predict the reactants needed to synthesize it. The reactants are: [CH2:1]1[C:9]2[C:4](=[CH:5][CH:6]=[CH:7][CH:8]=2)[CH2:3][NH:2]1.[N+](C1C=C(S(O[CH2:23][C@@H:24]2[CH2:26][O:25]2)(=O)=O)C=CC=1)([O-])=O.[F-].[K+]. (3) Given the product [CH2:1]([C:3]([C:21]1[S:25][C:24]([C:26]2[O:27][C:31](=[S:32])[NH:29][N:28]=2)=[C:23]([CH3:30])[CH:22]=1)([C:6]1[CH:11]=[CH:10][C:9]([O:12][CH2:13][CH:14]([OH:19])[C:15]([CH3:17])([CH3:18])[CH3:16])=[C:8]([CH3:20])[CH:7]=1)[CH2:4][CH3:5])[CH3:2], predict the reactants needed to synthesize it. The reactants are: [CH2:1]([C:3]([C:21]1[S:25][C:24]([C:26]([NH:28][NH2:29])=[O:27])=[C:23]([CH3:30])[CH:22]=1)([C:6]1[CH:11]=[CH:10][C:9]([O:12][CH2:13][CH:14]([OH:19])[C:15]([CH3:18])([CH3:17])[CH3:16])=[C:8]([CH3:20])[CH:7]=1)[CH2:4][CH3:5])[CH3:2].[C:31](=S)=[S:32].[OH-].[K+]. (4) Given the product [NH2:14][C:11]1[CH:10]=[CH:9][C:8]([C:7]([NH:6][CH2:1][CH2:2][CH:3]([CH3:4])[CH3:5])=[O:17])=[CH:13][CH:12]=1, predict the reactants needed to synthesize it. The reactants are: [CH2:1]([NH:6][C:7](=[O:17])[C:8]1[CH:13]=[CH:12][C:11]([N+:14]([O-])=O)=[CH:10][CH:9]=1)[CH2:2][CH:3]([CH3:5])[CH3:4].[H][H]. (5) Given the product [C:48]([S:51][CH:52]([CH2:56][CH:57]([CH2:62][CH3:63])[CH2:58][CH2:59][CH2:60][CH3:61])[C:53]([NH:41][C@@H:40]([CH2:42][CH2:43][C:44]([NH2:45])=[O:46])[C:39]([O:38][C:34]([CH3:37])([CH3:35])[CH3:36])=[O:47])=[O:54])(=[O:50])[CH3:49], predict the reactants needed to synthesize it. The reactants are: C1CCC(N=C=NC2CCCCC2)CC1.C1C=CC2N(O)N=NC=2C=1.CCN(CC)CC.Cl.[C:34]([O:38][C:39](=[O:47])[C@H:40]([CH2:42][CH2:43][C:44](=[O:46])[NH2:45])[NH2:41])([CH3:37])([CH3:36])[CH3:35].[C:48]([S:51][CH:52]([CH2:56][CH:57]([CH2:62][CH3:63])[CH2:58][CH2:59][CH2:60][CH3:61])[C:53](O)=[O:54])(=[O:50])[CH3:49].